Dataset: Reaction yield outcomes from USPTO patents with 853,638 reactions. Task: Predict the reaction yield, written as a fraction of the theoretical maximum amount of product (1.0 means a 100% yield; for example, 0.34 means a 34% yield). (1) The catalyst is CN(C=O)C. The yield is 0.350. The reactants are [F:1][C:2]([F:18])([F:17])[C:3]1[CH:16]=[CH:15][C:6]([C:7]([NH:9][CH:10]([CH3:14])[C:11]([OH:13])=O)=O)=[CH:5][CH:4]=1.[C:19](Cl)(=[O:23])C(Cl)=O.C(N(CC)CC)C.[CH3:32][OH:33]. The product is [CH3:32][O:33][C:19]([C:11]1[O:13][C:7]([C:6]2[CH:5]=[CH:4][C:3]([C:2]([F:1])([F:17])[F:18])=[CH:16][CH:15]=2)=[N:9][C:10]=1[CH3:14])=[O:23]. (2) The reactants are [F:1][C:2]1[CH:3]=[C:4]([C:21]2[CH:22]=[N:23][N:24]3[CH:29]=[CH:28][C:27]([N:30]4[C@@H:34]([C:35]5[CH:40]=[CH:39][CH:38]=[CH:37][C:36]=5[O:41][CH3:42])[CH2:33][O:32][C:31]4=[O:43])=[N:26][C:25]=23)[CH:5]=[CH:6][C:7]=1[C:8]1[N:12]=[CH:11][N:10](COCC[Si](C)(C)C)[N:9]=1.FC(F)(F)C(O)=O. The catalyst is C(Cl)Cl. The product is [F:1][C:2]1[CH:3]=[C:4]([C:21]2[CH:22]=[N:23][N:24]3[CH:29]=[CH:28][C:27]([N:30]4[C@@H:34]([C:35]5[CH:40]=[CH:39][CH:38]=[CH:37][C:36]=5[O:41][CH3:42])[CH2:33][O:32][C:31]4=[O:43])=[N:26][C:25]=23)[CH:5]=[CH:6][C:7]=1[C:8]1[N:12]=[CH:11][NH:10][N:9]=1. The yield is 0.330. (3) The reactants are [CH3:1][C:2]1([CH3:31])[CH2:7][CH2:6][C:5]([C:8]2[CH:13]=[C:12]([C:14]3(O)[CH2:19][CH2:18][O:17][CH2:16][CH2:15]3)[CH:11]=[CH:10][C:9]=2[NH:21][C:22]([C:24]2[NH:25][C:26]([C:29]#[N:30])=[CH:27][N:28]=2)=[O:23])=[CH:4][CH2:3]1.O=S(Cl)Cl.[CH3:36][O:37][CH2:38][CH2:39][NH2:40]. The yield is 0.650. The product is [CH3:31][C:2]1([CH3:1])[CH2:7][CH2:6][C:5]([C:8]2[CH:13]=[C:12]([C:14]3([NH:40][CH2:39][CH2:38][O:37][CH3:36])[CH2:19][CH2:18][O:17][CH2:16][CH2:15]3)[CH:11]=[CH:10][C:9]=2[NH:21][C:22]([C:24]2[NH:28][CH:27]=[C:26]([C:29]#[N:30])[N:25]=2)=[O:23])=[CH:4][CH2:3]1. The catalyst is C(Cl)Cl.CCOC(C)=O. (4) The reactants are [CH3:1][O:2][C:3](=[O:13])[CH2:4][CH2:5][CH2:6][CH2:7][CH2:8][CH2:9][CH2:10][CH2:11][CH3:12].C(O)[C:15]1[CH:23]=[CH:22][C:20]([OH:21])=[C:17]([O:18][CH3:19])[CH:16]=1. The catalyst is CC(C)=O. The product is [C:3]([O:2][CH2:1][C:15]1[CH:23]=[CH:22][C:20]([OH:21])=[C:17]([O:18][CH3:19])[CH:16]=1)(=[O:13])[CH2:4][CH2:5][CH2:6][CH2:7][CH2:8][CH2:9][CH2:10][CH2:11][CH3:12]. The yield is 0.730. (5) The reactants are [NH2:1][C:2]1[CH:7]=[C:6]([OH:8])[CH:5]=[CH:4][C:3]=1[OH:9].O.[CH2:11](OC(OCC)OCC)C. The catalyst is Cl. The product is [O:9]1[C:3]2[CH:4]=[CH:5][C:6]([OH:8])=[CH:7][C:2]=2[N:1]=[CH:11]1. The yield is 0.810. (6) The reactants are [Cl:1][C:2]1[CH:40]=[CH:39][C:5]([O:6][C:7]2[N:15]([CH2:16][C:17]3[CH:22]=[CH:21][C:20]([Cl:23])=[CH:19][CH:18]=3)[C:14]3[C:13](=[O:24])[N:12]([CH2:25][CH2:26][O:27][CH2:28][CH2:29][O:30]C4CCCCO4)[C:11](=[O:37])[N:10]([CH3:38])[C:9]=3[N:8]=2)=[CH:4][C:3]=1[C:41]([F:44])([F:43])[F:42].C(Cl)(=O)C. The catalyst is C(O)C. The product is [Cl:1][C:2]1[CH:40]=[CH:39][C:5]([O:6][C:7]2[N:15]([CH2:16][C:17]3[CH:18]=[CH:19][C:20]([Cl:23])=[CH:21][CH:22]=3)[C:14]3[C:13](=[O:24])[N:12]([CH2:25][CH2:26][O:27][CH2:28][CH2:29][OH:30])[C:11](=[O:37])[N:10]([CH3:38])[C:9]=3[N:8]=2)=[CH:4][C:3]=1[C:41]([F:42])([F:43])[F:44]. The yield is 0.431.